From a dataset of Reaction yield outcomes from USPTO patents with 853,638 reactions. Predict the reaction yield, written as a fraction of the theoretical maximum amount of product (1.0 means a 100% yield; for example, 0.34 means a 34% yield). The reactants are [NH:1]1[C:9]2[C:4](=[CH:5][CH:6]=[CH:7][C:8]=2[CH2:10][NH:11][CH2:12][CH2:13][OH:14])[CH:3]=[CH:2]1.C(N(CC)CC)C.Cl[C:23]([O:25][CH2:26][C:27]1[CH:32]=[CH:31][CH:30]=[CH:29][CH:28]=1)=[O:24]. The catalyst is ClCCCl. The product is [CH2:26]([O:25][C:23](=[O:24])[N:11]([CH2:12][CH2:13][OH:14])[CH2:10][C:8]1[CH:7]=[CH:6][CH:5]=[C:4]2[C:9]=1[NH:1][CH:2]=[CH:3]2)[C:27]1[CH:32]=[CH:31][CH:30]=[CH:29][CH:28]=1. The yield is 0.520.